From a dataset of Forward reaction prediction with 1.9M reactions from USPTO patents (1976-2016). Predict the product of the given reaction. (1) Given the reactants C(NC(C)C)(C)C.C([Li])CCC.[Cl:13][C:14]1[CH:19]=[CH:18][N:17]=[C:16]2[CH:20]=[CH:21][S:22][C:15]=12.[Br:23]C(F)(F)C(Br)(F)F, predict the reaction product. The product is: [Br:23][C:21]1[S:22][C:15]2[C:16](=[N:17][CH:18]=[CH:19][C:14]=2[Cl:13])[CH:20]=1. (2) The product is: [NH2:38][C:34]1[CH:33]=[C:32]([CH:37]=[CH:36][CH:35]=1)[CH2:31][O:30][C:3]1[C:2]([Br:1])=[CH:7][C:6]([CH:8]2[C:17]3[C:16](=[O:18])[CH2:15][CH:14]([CH2:19][CH2:20][CH3:21])[CH2:13][C:12]=3[NH:11][C:10]([CH3:22])=[C:9]2[C:23]#[N:24])=[CH:5][C:4]=1[NH:25][S:26]([CH3:29])(=[O:28])=[O:27]. Given the reactants [Br:1][C:2]1[C:3]([O:30][CH2:31][C:32]2[CH:37]=[CH:36][CH:35]=[C:34]([N+:38]([O-])=O)[CH:33]=2)=[C:4]([NH:25][S:26]([CH3:29])(=[O:28])=[O:27])[CH:5]=[C:6]([CH:8]2[C:17]3[C:16](=[O:18])[CH2:15][CH:14]([CH2:19][CH2:20][CH3:21])[CH2:13][C:12]=3[NH:11][C:10]([CH3:22])=[C:9]2[C:23]#[N:24])[CH:7]=1.[S-2].[Na+].[Na+], predict the reaction product. (3) Given the reactants [CH2:1]([O:8][C:9]([NH:11][C@H:12]1[CH2:16][CH2:15][N:14]([C@H:17]2[CH2:22][CH2:21][C@@H:20]([NH:23][C:24](=O)OC(C)(C)C)[CH2:19][C@H:18]2[CH2:31][S:32]([C:35]([CH3:38])([CH3:37])[CH3:36])(=[O:34])=[O:33])[C:13]1=[O:39])=[O:10])[C:2]1[CH:7]=[CH:6][CH:5]=[CH:4][CH:3]=1.F[C:41](F)(F)[C:42](O)=O.[CH2:47](Cl)Cl, predict the reaction product. The product is: [C:35]([S:32]([CH2:31][C@@H:18]1[CH2:19][C@H:20]([N:23]([CH:41]([CH3:42])[CH3:47])[CH3:24])[CH2:21][CH2:22][C@@H:17]1[N:14]1[CH2:15][CH2:16][C@H:12]([NH:11][C:9](=[O:10])[O:8][CH2:1][C:2]2[CH:7]=[CH:6][CH:5]=[CH:4][CH:3]=2)[C:13]1=[O:39])(=[O:34])=[O:33])([CH3:36])([CH3:37])[CH3:38]. (4) Given the reactants [OH:1][CH2:2][CH2:3][CH2:4][CH2:5][C:6]1[CH:7]=[C:8]([S:12]([NH2:15])(=[O:14])=[O:13])[CH:9]=[CH:10][CH:11]=1.C(N(CC)CC)C.[CH3:23][S:24](Cl)(=[O:26])=[O:25], predict the reaction product. The product is: [CH3:23][S:24]([O:1][CH2:2][CH2:3][CH2:4][CH2:5][C:6]1[CH:11]=[CH:10][CH:9]=[C:8]([S:12]([NH2:15])(=[O:13])=[O:14])[CH:7]=1)(=[O:26])=[O:25]. (5) Given the reactants C([O:3][C:4]([C:6]1[N:7]=[C:8]([NH:11][C:12]2[CH:17]=[CH:16][C:15]([CH3:18])=[CH:14][N:13]=2)[S:9][CH:10]=1)=[O:5])C.Cl, predict the reaction product. The product is: [CH3:18][C:15]1[CH:16]=[CH:17][C:12]([NH:11][C:8]2[S:9][CH:10]=[C:6]([C:4]([OH:5])=[O:3])[N:7]=2)=[N:13][CH:14]=1.